This data is from Catalyst prediction with 721,799 reactions and 888 catalyst types from USPTO. The task is: Predict which catalyst facilitates the given reaction. (1) Reactant: [CH3:1][O:2][CH2:3][CH2:4][O:5][C:6]1[CH:11]=[CH:10][CH:9]=[CH:8][C:7]=1[O:12][CH2:13][CH2:14][O:15][CH3:16].[Br:17]N1C(=O)CCC1=O. Product: [Br:17][C:10]1[CH:9]=[CH:8][C:7]([O:12][CH2:13][CH2:14][O:15][CH3:16])=[C:6]([O:5][CH2:4][CH2:3][O:2][CH3:1])[CH:11]=1. The catalyst class is: 31. (2) Reactant: C(NC(C)C)(C)C.C([Li])CCC.[Cl:13][C:14]1[CH:19]=[CH:18][C:17]([C:20]2[CH:25]=[CH:24][C:23]([C:26](=[O:32])[CH2:27][CH2:28][C:29]([OH:31])=[O:30])=[CH:22][CH:21]=2)=[CH:16][CH:15]=1.C1C=CC(S(N(S(C2C=CC=CC=2)(=O)=O)[F:43])(=O)=O)=CC=1.Cl. Product: [Cl:13][C:14]1[CH:15]=[CH:16][C:17]([C:20]2[CH:25]=[CH:24][C:23]([C:26](=[O:32])[CH:27]([F:43])[CH2:28][C:29]([OH:31])=[O:30])=[CH:22][CH:21]=2)=[CH:18][CH:19]=1. The catalyst class is: 83. (3) Reactant: [Si]([O:8][CH2:9][C:10]1[CH:11]=[C:12]([C:15]([C:17]2[C:18]([Cl:23])=[N:19][CH:20]=[N:21][CH:22]=2)=[O:16])[S:13][CH:14]=1)(C(C)(C)C)(C)C. Product: [Cl:23][C:18]1[C:17]([C:15]([C:12]2[S:13][CH:14]=[C:10]([CH2:9][OH:8])[CH:11]=2)=[O:16])=[CH:22][N:21]=[CH:20][N:19]=1. The catalyst class is: 422. (4) Reactant: [C:1]([O:5][C@@H:6]([C:12]1[C:31]([CH3:32])=[CH:30][C:15]2[N:16]=[C:17]([C:19]3[CH:20]=[C:21]4[CH:27]=[C:26]([CH3:28])[N:25]([CH3:29])[C:22]4=[N:23][CH:24]=3)[S:18][C:14]=2[C:13]=1[C:33]1[CH:38]=[CH:37][C:36]([Cl:39])=[CH:35][CH:34]=1)[C:7]([O:9]CC)=[O:8])([CH3:4])([CH3:3])[CH3:2].[OH-].[Na+]. Product: [C:1]([O:5][C@@H:6]([C:12]1[C:31]([CH3:32])=[CH:30][C:15]2[N:16]=[C:17]([C:19]3[CH:20]=[C:21]4[CH:27]=[C:26]([CH3:28])[N:25]([CH3:29])[C:22]4=[N:23][CH:24]=3)[S:18][C:14]=2[C:13]=1[C:33]1[CH:34]=[CH:35][C:36]([Cl:39])=[CH:37][CH:38]=1)[C:7]([OH:9])=[O:8])([CH3:4])([CH3:2])[CH3:3]. The catalyst class is: 36. (5) Reactant: CCN(CC)CC.[Cl:8][C:9]1[CH:10]=[N:11][CH:12]=[CH:13][C:14]=1[C:15]([OH:17])=O.CCN=C=NCCCN(C)C.C1C=CC2N(O)N=NC=2C=1.[CH3:39][NH:40][O:41][CH3:42].Cl. Product: [Cl:8][C:9]1[CH:10]=[N:11][CH:12]=[CH:13][C:14]=1[C:15]([N:40]([CH3:39])[O:41][CH3:42])=[O:17]. The catalyst class is: 2. (6) Product: [Cl:7][C:8]1[CH:13]=[CH:12][C:11]([CH2:14][CH:15]([NH2:18])[CH2:16][CH3:17])=[CH:10][C:9]=1[O:21][CH2:22][CH3:23]. Reactant: [H-].[H-].[H-].[H-].[Li+].[Al+3].[Cl:7][C:8]1[CH:13]=[CH:12][C:11]([CH:14]=[C:15]([N+:18]([O-])=O)[CH2:16][CH3:17])=[CH:10][C:9]=1[O:21][CH2:22][CH3:23].O.[OH-].[Na+]. The catalyst class is: 1. (7) Reactant: [Br:1][C:2]1[CH:7]=[CH:6][C:5]([C:8](=[N:12]O)[CH2:9][O:10][CH3:11])=[CH:4][CH:3]=1.O1CCCC1.[OH-].[Na+]. Product: [Br:1][C:2]1[CH:3]=[CH:4][C:5]([CH:8]([NH2:12])[CH2:9][O:10][CH3:11])=[CH:6][CH:7]=1. The catalyst class is: 170.